Dataset: Full USPTO retrosynthesis dataset with 1.9M reactions from patents (1976-2016). Task: Predict the reactants needed to synthesize the given product. Given the product [CH:7]1([CH:3]([CH:2]2[CH2:13][CH2:36][CH2:35][CH2:34][CH2:1]2)[C:4]([NH:28][C@H:25]2[C@@H:23]3[C@@H:22]([CH2:21][N:20]([CH2:19][C:18]4[CH:29]=[CH:30][CH:31]=[C:16]([C:15]([F:32])([F:14])[F:33])[CH:17]=4)[CH2:24]3)[CH2:27][CH2:26]2)=[O:5])[CH2:12][CH2:11][CH2:10][CH2:9][CH2:8]1, predict the reactants needed to synthesize it. The reactants are: [CH3:1][CH:2]([CH3:13])[CH:3]([C:7]1[CH:12]=[CH:11][CH:10]=[CH:9][CH:8]=1)[C:4](O)=[O:5].[F:14][C:15]([F:33])([F:32])[C:16]1[CH:17]=[C:18]([CH:29]=[CH:30][CH:31]=1)[CH2:19][N:20]1[CH2:24][C@@H:23]2[C@H:25]([NH2:28])[CH2:26][CH2:27][C@@H:22]2[CH2:21]1.[CH2:34](N1C[C@H]2[C@@H](N)CC[C@H]2C1)[C:35]1C=CC=C[CH:36]=1.